Task: Regression. Given a peptide amino acid sequence and an MHC pseudo amino acid sequence, predict their binding affinity value. This is MHC class II binding data.. Dataset: Peptide-MHC class II binding affinity with 134,281 pairs from IEDB (1) The peptide sequence is FVERSKAYSNCYPYD. The MHC is DRB1_0701 with pseudo-sequence DRB1_0701. The binding affinity (normalized) is 0.464. (2) The peptide sequence is DEALNNRFQIKGVEL. The MHC is DRB1_0401 with pseudo-sequence DRB1_0401. The binding affinity (normalized) is 0.208.